From a dataset of Forward reaction prediction with 1.9M reactions from USPTO patents (1976-2016). Predict the product of the given reaction. (1) The product is: [F:33][C:32]([F:35])([F:34])[C:30]([OH:36])=[O:31].[CH3:28][O:27][C:25](=[O:26])[C:22]1[CH:23]=[CH:24][C:19]([C:16]2[CH:17]=[CH:18][C:13]([O:12][CH:10]3[CH2:11][NH:8][CH2:9]3)=[CH:14][N:15]=2)=[CH:20][C:21]=1[CH3:29]. Given the reactants C(OC([N:8]1[CH2:11][CH:10]([O:12][C:13]2[CH:14]=[N:15][C:16]([C:19]3[CH:24]=[CH:23][C:22]([C:25]([O:27][CH3:28])=[O:26])=[C:21]([CH3:29])[CH:20]=3)=[CH:17][CH:18]=2)[CH2:9]1)=O)(C)(C)C.[C:30]([OH:36])([C:32]([F:35])([F:34])[F:33])=[O:31], predict the reaction product. (2) The product is: [CH3:10][N:11]([CH3:12])[CH:13]=[C:7]([C:3]1[C:2]([CH3:1])=[CH:6][NH:5][N:4]=1)[C:8]#[N:9]. Given the reactants [CH3:1][C:2]1[C:3]([CH2:7][C:8]#[N:9])=[N:4][NH:5][CH:6]=1.[CH3:10][N:11]([CH:13](OC)OC)[CH3:12], predict the reaction product.